From a dataset of Forward reaction prediction with 1.9M reactions from USPTO patents (1976-2016). Predict the product of the given reaction. (1) The product is: [CH3:15][CH:17]([CH2:18][CH2:19][CH3:20])[CH3:22].[C:1]([O:5][C:6]([N:8]1[CH2:12][CH2:11][C@H:10]([NH:13][CH:15]([C:17]2[CH:22]=[CH:21][C:20]([Cl:23])=[CH:19][C:18]=2[Cl:24])[CH3:14])[CH2:9]1)=[O:7])([CH3:4])([CH3:2])[CH3:3]. Given the reactants [C:1]([O:5][C:6]([N:8]1[CH2:12][CH2:11][C@H:10]([NH2:13])[CH2:9]1)=[O:7])([CH3:4])([CH3:3])[CH3:2].[CH3:14][C:15]([C:17]1[CH:22]=[CH:21][C:20]([Cl:23])=[CH:19][C:18]=1[Cl:24])=O.[BH4-].[Na+].[OH-].[Na+], predict the reaction product. (2) Given the reactants [CH2:1]([C:3]1[N:4]=[C:5]([NH2:8])[S:6][CH:7]=1)[CH3:2].[Br:9]Br, predict the reaction product. The product is: [Br:9][C:7]1[S:6][C:5]([NH2:8])=[N:4][C:3]=1[CH2:1][CH3:2]. (3) Given the reactants [Cl:1][C:2]1[CH:3]=[C:4]2[C:9](=[C:10](Cl)[N:11]=1)[C:8](=[O:13])[NH:7][CH:6]=[CH:5]2.[C:14]([NH2:18])([CH3:17])([CH3:16])[CH3:15].CCN(C(C)C)C(C)C, predict the reaction product. The product is: [C:14]([NH:18][C:10]1[N:11]=[C:2]([Cl:1])[CH:3]=[C:4]2[C:9]=1[C:8](=[O:13])[NH:7][CH:6]=[CH:5]2)([CH3:17])([CH3:16])[CH3:15]. (4) Given the reactants [OH-].[Na+].[CH2:3]([N:10]1[CH2:15][CH2:14][CH:13]([CH3:16])[CH:12]([N:17]([CH3:37])[C:18]2[C:19]3[CH:26]=[CH:25][N:24](S(C4C=CC(C)=CC=4)(=O)=O)[C:20]=3[N:21]=[CH:22][N:23]=2)[CH2:11]1)[C:4]1[CH:9]=[CH:8][CH:7]=[CH:6][CH:5]=1, predict the reaction product. The product is: [CH2:3]([N:10]1[CH2:15][CH2:14][CH:13]([CH3:16])[CH:12]([N:17]([CH3:37])[C:18]2[C:19]3[CH:26]=[CH:25][NH:24][C:20]=3[N:21]=[CH:22][N:23]=2)[CH2:11]1)[C:4]1[CH:5]=[CH:6][CH:7]=[CH:8][CH:9]=1. (5) Given the reactants [CH3:1][S:2][C:3]1[CH:9]=[CH:8][C:6]([NH2:7])=[CH:5][CH:4]=1.[Br:10]N1C(=O)CCC1=O, predict the reaction product. The product is: [Br:10][C:8]1[CH:9]=[C:3]([S:2][CH3:1])[CH:4]=[CH:5][C:6]=1[NH2:7]. (6) The product is: [I:22][C:20]1[CH:19]=[CH:18][N:17]=[C:16]([N:8]2[C:9]3[CH2:10][C@:2]4([CH3:1])[CH2:14][C@@H:3]4[CH2:4][C:5]=3[C:6]([C:11]([OH:13])=[O:12])=[N:7]2)[CH:21]=1. Given the reactants [CH3:1][C@@:2]12[CH2:14][C@@H:3]1[CH2:4][CH:5]1[CH:9]([CH2:10]2)[NH:8][N:7]=[C:6]1[C:11]([OH:13])=[O:12].F[C:16]1[CH:21]=[C:20]([I:22])[CH:19]=[CH:18][N:17]=1, predict the reaction product. (7) Given the reactants [CH:1]1([S:4]([C:7]2[CH:12]=[CH:11][C:10]([CH:13]([C:21]3[NH:25][C:24]([C:26]([O:28]CC)=[O:27])=[CH:23][CH:22]=3)[CH2:14][CH:15]3[CH2:20][CH2:19][O:18][CH2:17][CH2:16]3)=[CH:9][CH:8]=2)(=[O:6])=[O:5])[CH2:3][CH2:2]1.C(O)C.[OH-].[Na+], predict the reaction product. The product is: [CH:1]1([S:4]([C:7]2[CH:8]=[CH:9][C:10]([CH:13]([C:21]3[NH:25][C:24]([C:26]([OH:28])=[O:27])=[CH:23][CH:22]=3)[CH2:14][CH:15]3[CH2:16][CH2:17][O:18][CH2:19][CH2:20]3)=[CH:11][CH:12]=2)(=[O:5])=[O:6])[CH2:3][CH2:2]1. (8) Given the reactants [Br:1][C:2]1[CH:7]=[CH:6][CH:5]=[CH:4][C:3]=1[NH:8][C:9]([NH:11][C:12]1[CH:17]=[CH:16][C:15]([Cl:18])=[C:14]([S:19]([NH:22][CH2:23][CH2:24][NH:25]C(OC(C)(C)C)=O)(=[O:21])=[O:20])[C:13]=1[OH:33])=[O:10].[F:34][C:35]([F:40])([F:39])[C:36]([OH:38])=[O:37], predict the reaction product. The product is: [F:34][C:35]([F:40])([F:39])[C:36]([OH:38])=[O:37].[NH2:25][CH2:24][CH2:23][NH:22][S:19]([C:14]1[C:13]([OH:33])=[C:12]([NH:11][C:9]([NH:8][C:3]2[CH:4]=[CH:5][CH:6]=[CH:7][C:2]=2[Br:1])=[O:10])[CH:17]=[CH:16][C:15]=1[Cl:18])(=[O:20])=[O:21]. (9) Given the reactants Br[C:2]1[CH:3]=[C:4]([CH:16]=[CH:17][C:18]=1[O:19][CH3:20])[CH:5]=[C:6]1[C:14]2[C:9](=[CH:10][CH:11]=[CH:12][CH:13]=2)[NH:8][C:7]1=[O:15].C(=O)([O-])[O-].[Na+].[Na+].[C:27]([NH:30][C:31]1[CH:32]=[C:33](B(O)O)[CH:34]=[CH:35][CH:36]=1)(=[O:29])[CH3:28].O, predict the reaction product. The product is: [CH3:20][O:19][C:18]1[CH:17]=[CH:16][C:4]([CH:5]=[C:6]2[C:14]3[C:9](=[CH:10][CH:11]=[CH:12][CH:13]=3)[NH:8][C:7]2=[O:15])=[CH:3][C:2]=1[C:35]1[CH:34]=[CH:33][CH:32]=[C:31]([NH:30][C:27](=[O:29])[CH3:28])[CH:36]=1.